Dataset: Buchwald-Hartwig C-N cross coupling reaction yields with 55,370 reactions. Task: Predict the reaction yield, written as a fraction of the theoretical maximum amount of product (1.0 means a 100% yield; for example, 0.34 means a 34% yield). (1) The reactants are CCc1ccc(Br)cc1.Cc1ccc(N)cc1.O=S(=O)(O[Pd]1c2ccccc2-c2ccccc2N~1)C(F)(F)F.CC(C)c1cc(C(C)C)c(-c2ccccc2P(C(C)(C)C)C(C)(C)C)c(C(C)C)c1.CN1CCCN2CCCN=C12.CCOC(=O)c1cc(C)on1. No catalyst specified. The product is CCc1ccc(Nc2ccc(C)cc2)cc1. The yield is 0.788. (2) The reactants are COc1ccc(Br)cc1.Cc1ccc(N)cc1.O=S(=O)(O[Pd]1c2ccccc2-c2ccccc2N~1)C(F)(F)F.CC(C)c1cc(C(C)C)c(-c2ccccc2P(C2CCCCC2)C2CCCCC2)c(C(C)C)c1.CCN=P(N=P(N(C)C)(N(C)C)N(C)C)(N(C)C)N(C)C.c1ccc2oncc2c1. No catalyst specified. The product is COc1ccc(Nc2ccc(C)cc2)cc1. The yield is 0.0961. (3) The reactants are Ic1cccnc1.Cc1ccc(N)cc1.O=S(=O)(O[Pd]1c2ccccc2-c2ccccc2N~1)C(F)(F)F.CC(C)c1cc(C(C)C)c(-c2ccccc2P(C(C)(C)C)C(C)(C)C)c(C(C)C)c1.CN(C)C(=NC(C)(C)C)N(C)C.Cc1ccon1. No catalyst specified. The product is Cc1ccc(Nc2cccnc2)cc1. The yield is 0.870. (4) The reactants are FC(F)(F)c1ccc(I)cc1.Cc1ccc(N)cc1.O=S(=O)(O[Pd]1c2ccccc2-c2ccccc2N~1)C(F)(F)F.COc1ccc(OC)c(P(C(C)(C)C)C(C)(C)C)c1-c1c(C(C)C)cc(C(C)C)cc1C(C)C.CCN=P(N=P(N(C)C)(N(C)C)N(C)C)(N(C)C)N(C)C.c1ccc(-c2ccon2)cc1. No catalyst specified. The product is Cc1ccc(Nc2ccc(C(F)(F)F)cc2)cc1. The yield is 0.346. (5) The reactants are FC(F)(F)c1ccc(I)cc1.Cc1ccc(N)cc1.O=S(=O)(O[Pd]1c2ccccc2-c2ccccc2N~1)C(F)(F)F.CC(C)c1cc(C(C)C)c(-c2ccccc2P(C(C)(C)C)C(C)(C)C)c(C(C)C)c1.CN1CCCN2CCCN=C12.c1ccc2nocc2c1. No catalyst specified. The product is Cc1ccc(Nc2ccc(C(F)(F)F)cc2)cc1. The yield is 0.338.